This data is from Catalyst prediction with 721,799 reactions and 888 catalyst types from USPTO. The task is: Predict which catalyst facilitates the given reaction. (1) Reactant: Cl[C:2]1[CH:3]=[C:4]([CH:12]([CH2:24][CH:25]2[CH2:29][CH2:28][CH2:27][CH2:26]2)[C:13]([NH:15][C:16]2[CH:21]=[N:20][C:19]([C:22]#[N:23])=[CH:18][N:17]=2)=[O:14])[CH:5]=[CH:6][C:7]=1[S:8]([CH3:11])(=[O:10])=[O:9].[ClH:30].[NH2:31][OH:32].N1CCCCC1. Product: [Cl:30][C:6]1[CH:5]=[C:4]([CH:12]([CH2:24][CH:25]2[CH2:26][CH2:27][CH2:28][CH2:29]2)[C:13]([NH:15][C:16]2[CH:21]=[N:20][C:19]([C:22](=[NH:23])[NH:31][OH:32])=[CH:18][N:17]=2)=[O:14])[CH:3]=[CH:2][C:7]=1[S:8]([CH3:11])(=[O:10])=[O:9]. The catalyst class is: 58. (2) Reactant: [CH2:1]([N:8]([CH3:23])[C:9]1[C:10]([NH2:22])=[CH:11][CH:12]=[C:13]([CH2:15][N:16]2[CH2:21][CH2:20][O:19][CH2:18][CH2:17]2)[CH:14]=1)[C:2]1[CH:7]=[CH:6][CH:5]=[CH:4][CH:3]=1.C(O[CH:27]=[C:28]([C:34]([O:36][CH2:37][CH3:38])=[O:35])[C:29]([O:31][CH2:32][CH3:33])=[O:30])C. Product: [CH2:1]([N:8]([CH3:23])[C:9]1[CH:14]=[C:13]([CH2:15][N:16]2[CH2:17][CH2:18][O:19][CH2:20][CH2:21]2)[CH:12]=[CH:11][C:10]=1[NH:22][CH:27]=[C:28]([C:29]([O:31][CH2:32][CH3:33])=[O:30])[C:34]([O:36][CH2:37][CH3:38])=[O:35])[C:2]1[CH:3]=[CH:4][CH:5]=[CH:6][CH:7]=1. The catalyst class is: 175.